From a dataset of Reaction yield outcomes from USPTO patents with 853,638 reactions. Predict the reaction yield, written as a fraction of the theoretical maximum amount of product (1.0 means a 100% yield; for example, 0.34 means a 34% yield). (1) The reactants are [Cl:1][C:2]1[N:7]=[CH:6][C:5]([CH2:8][OH:9])=[C:4]([NH:10][CH3:11])[CH:3]=1. The catalyst is C(Cl)Cl.O=[Mn]=O. The product is [Cl:1][C:2]1[CH:3]=[C:4]([NH:10][CH3:11])[C:5]([CH:8]=[O:9])=[CH:6][N:7]=1. The yield is 0.870. (2) The reactants are Br[C:2]1[CH:14]=[CH:13][C:12]2[C:11]3[C:6](=[CH:7][CH:8]=[CH:9][CH:10]=3)[N:5]([C:15]3[CH:20]=[CH:19][CH:18]=[CH:17][N:16]=3)[C:4]=2[CH:3]=1.[CH3:21][C:22]([CH3:25])([O-])[CH3:23].[Na+].[NH2:27][C:28]1[CH:33]=[CH:32][CH:31]=[CH:30][CH:29]=1. The catalyst is C1C=CC(/C=C/C(/C=C/C2C=CC=CC=2)=O)=CC=1.C1C=CC(/C=C/C(/C=C/C2C=CC=CC=2)=O)=CC=1.C1C=CC(/C=C/C(/C=C/C2C=CC=CC=2)=O)=CC=1.[Pd].[Pd].C1(P(C2CCCCC2)C2C=CC=CC=2C2C(OC)=CC=CC=2OC)CCCCC1.C1(C)C=CC=CC=1. The product is [C:28]1([N:27]([C:6]2[CH:11]=[CH:25][C:22]3[C:23]4[C:4](=[CH:3][CH:2]=[CH:14][CH:13]=4)[N:5]([C:15]4[CH:20]=[CH:19][CH:18]=[CH:17][N:16]=4)[C:21]=3[CH:7]=2)[C:2]2[CH:14]=[CH:13][C:12]3[C:11]4[C:6](=[CH:7][CH:8]=[CH:9][CH:10]=4)[N:5]([C:15]4[CH:20]=[CH:19][CH:18]=[CH:17][N:16]=4)[C:4]=3[CH:3]=2)[CH:33]=[CH:32][CH:31]=[CH:30][CH:29]=1. The yield is 0.970. (3) The reactants are [CH3:1][C:2]1[C:7]([O:8][C:9]2[C:10]([NH:22][C:23]3[S:27][N:26]=[C:25]([C@:28]4([CH3:35])[CH2:32][O:31]C(C)(C)[O:29]4)[N:24]=3)=[N:11][CH:12]=[C:13]([S:15][C:16]3[CH:21]=[CH:20][CH:19]=[CH:18][N:17]=3)[CH:14]=2)=[CH:6][CH:5]=[CH:4][N:3]=1.[ClH:36]. The catalyst is CCO. The product is [ClH:36].[CH3:1][C:2]1[C:7]([O:8][C:9]2[C:10]([NH:22][C:23]3[S:27][N:26]=[C:25]([C@:28]([OH:29])([CH3:35])[CH2:32][OH:31])[N:24]=3)=[N:11][CH:12]=[C:13]([S:15][C:16]3[CH:21]=[CH:20][CH:19]=[CH:18][N:17]=3)[CH:14]=2)=[CH:6][CH:5]=[CH:4][N:3]=1. The yield is 0.660. (4) The reactants are Cl[C:2]1[C:3]([C:12]([F:15])([F:14])[F:13])=[CH:4][C:5]([N+:9]([O-:11])=[O:10])=[C:6]([NH2:8])[CH:7]=1.[F:16][C:17]([F:21])([F:20])[CH2:18][OH:19].[OH-].[K+].Cl. The catalyst is CS(C)=O.O. The product is [N+:9]([C:5]1[CH:4]=[C:3]([C:12]([F:15])([F:14])[F:13])[C:2]([O:19][CH2:18][C:17]([F:21])([F:20])[F:16])=[CH:7][C:6]=1[NH2:8])([O-:11])=[O:10]. The yield is 0.980. (5) The reactants are F[C:2]1[CH:7]=[CH:6][C:5]([N+:8]([O-:10])=[O:9])=[C:4]([N+:11]([O-:13])=[O:12])[CH:3]=1.C([O-])([O-])=O.[K+].[K+].[N:20]1[CH:25]=[CH:24][CH:23]=[C:22]([OH:26])[CH:21]=1. The catalyst is CS(C)=O. The product is [N+:11]([C:4]1[CH:3]=[C:2]([O:26][C:22]2[CH:21]=[N:20][CH:25]=[CH:24][CH:23]=2)[CH:7]=[CH:6][C:5]=1[N+:8]([O-:10])=[O:9])([O-:13])=[O:12]. The yield is 0.406. (6) The product is [CH3:29][C:23]1[CH:24]=[CH:25][CH:26]=[C:27]([CH3:28])[C:22]=1[N:6]1[C:7]2[C:12](=[CH:11][CH:10]=[CH:9][CH:8]=2)[CH2:13][C:14]2[CH:1]=[CH:2][CH:3]=[CH:4][C:5]1=2. The catalyst is C1(C)C=CC=CC=1.CC([O-])=O.CC([O-])=O.[Pd+2].C(P(C(C)(C)C)C(C)(C)C)(C)(C)C. The reactants are [CH:1]1[C:14]2[CH2:13][C:12]3[C:7](=[CH:8][CH:9]=[CH:10][CH:11]=3)[NH:6][C:5]=2[CH:4]=[CH:3][CH:2]=1.CC(C)([O-])C.[Na+].Br[C:22]1[C:27]([CH3:28])=[CH:26][CH:25]=[CH:24][C:23]=1[CH3:29]. The yield is 0.662. (7) The reactants are [CH:1]12[O:8][CH:7]1[CH2:6][CH:5]([C:9]1[N:13]([CH3:14])[N:12]=[CH:11][C:10]=1[N+:15]([O-:17])=[O:16])[O:4][CH2:3][CH2:2]2.CO.[Cl-].[NH4+].[N-:22]=[N+:23]=[N-:24].[Na+]. The catalyst is O. The product is [N:22]([CH:1]1[CH2:2][CH2:3][O:4][CH:5]([C:9]2[N:13]([CH3:14])[N:12]=[CH:11][C:10]=2[N+:15]([O-:17])=[O:16])[CH2:6][CH:7]1[OH:8])=[N+:23]=[N-:24]. The yield is 0.580.